Task: Predict the reaction yield, written as a fraction of the theoretical maximum amount of product (1.0 means a 100% yield; for example, 0.34 means a 34% yield).. Dataset: Reaction yield outcomes from USPTO patents with 853,638 reactions (1) The reactants are [F:1][C:2]1[CH:3]=[C:4]2[C:8](=[CH:9][CH:10]=1)[N:7]([CH3:11])[C:6]([CH2:12][NH:13][CH3:14])=[CH:5]2.[O:15]=[C:16]1[NH:25][C:24]2[N:23]=[CH:22][C:21](/[CH:26]=[CH:27]/[C:28]([OH:30])=O)=[CH:20][C:19]=2[CH2:18][CH2:17]1.ON1C2C=CC=CC=2N=N1.C(N(C(C)C)CC)(C)C.CN(C)CCCN=C=NCC. The catalyst is CN(C=O)C.O. The product is [F:1][C:2]1[CH:3]=[C:4]2[C:8](=[CH:9][CH:10]=1)[N:7]([CH3:11])[C:6]([CH2:12][N:13]([CH3:14])[C:28](=[O:30])/[CH:27]=[CH:26]/[C:21]1[CH:22]=[N:23][C:24]3[NH:25][C:16](=[O:15])[CH2:17][CH2:18][C:19]=3[CH:20]=1)=[CH:5]2. The yield is 0.760. (2) The reactants are [F:1][C:2]1[CH:10]=[CH:9][C:5]([C:6]([NH2:8])=O)=[CH:4][CH:3]=1.COC1C=CC(P2(SP(C3C=CC(OC)=CC=3)(=S)S2)=[S:20])=CC=1. The product is [F:1][C:2]1[CH:10]=[CH:9][C:5]([C:6]([NH2:8])=[S:20])=[CH:4][CH:3]=1. The yield is 0.710. The catalyst is C1C=CC=CC=1. (3) The reactants are [Si]([O:8][CH2:9][C@@H:10]1[CH2:14][C:13](/[CH:15]=[CH:16]/[CH3:17])=[CH:12][N:11]1[C:18]([C:20]1[CH:25]=[C:24]([O:26][CH3:27])[C:23]([O:28][Si:29]([CH:36]([CH3:38])[CH3:37])([CH:33]([CH3:35])[CH3:34])[CH:30]([CH3:32])[CH3:31])=[CH:22][C:21]=1[NH:39][C:40]([O:42][CH2:43][C:44]1[CH:49]=[CH:48][C:47]([NH:50][C:51](=[O:68])[C@@H:52]([NH:54][C:55](=[O:67])[C@@H:56]([NH:60][C:61](=[O:66])[O:62][CH2:63][CH:64]=[CH2:65])[CH:57]([CH3:59])[CH3:58])[CH3:53])=[CH:46][CH:45]=1)=[O:41])=[O:19])(C(C)(C)C)(C)C. The catalyst is C(O)(=O)C.CO.O1CCCC1.O.CCOC(C)=O. The product is [OH:8][CH2:9][C@@H:10]1[CH2:14][C:13](/[CH:15]=[CH:16]/[CH3:17])=[CH:12][N:11]1[C:18]([C:20]1[CH:25]=[C:24]([O:26][CH3:27])[C:23]([O:28][Si:29]([CH:36]([CH3:37])[CH3:38])([CH:33]([CH3:34])[CH3:35])[CH:30]([CH3:32])[CH3:31])=[CH:22][C:21]=1[NH:39][C:40]([O:42][CH2:43][C:44]1[CH:49]=[CH:48][C:47]([NH:50][C:51](=[O:68])[C@@H:52]([NH:54][C:55](=[O:67])[C@@H:56]([NH:60][C:61](=[O:66])[O:62][CH2:63][CH:64]=[CH2:65])[CH:57]([CH3:58])[CH3:59])[CH3:53])=[CH:46][CH:45]=1)=[O:41])=[O:19]. The yield is 0.920.